Dataset: Reaction yield outcomes from USPTO patents with 853,638 reactions. Task: Predict the reaction yield, written as a fraction of the theoretical maximum amount of product (1.0 means a 100% yield; for example, 0.34 means a 34% yield). (1) The reactants are [NH:1]1[CH2:6][CH2:5][CH:4]([C:7]2[O:11][N:10]=[C:9]([CH2:12][N:13]([CH2:26][C:27]([F:30])([F:29])[F:28])[C:14]3[CH:21]=[CH:20][C:17]([C:18]#[N:19])=[C:16]([C:22]([F:25])([F:24])[F:23])[CH:15]=3)[N:8]=2)[CH2:3][CH2:2]1.C=O.[C:33](O)(=O)C.C([BH3-])#N.[Na+]. The catalyst is CO. The product is [CH3:33][N:1]1[CH2:2][CH2:3][CH:4]([C:7]2[O:11][N:10]=[C:9]([CH2:12][N:13]([CH2:26][C:27]([F:30])([F:28])[F:29])[C:14]3[CH:21]=[CH:20][C:17]([C:18]#[N:19])=[C:16]([C:22]([F:25])([F:24])[F:23])[CH:15]=3)[N:8]=2)[CH2:5][CH2:6]1. The yield is 0.770. (2) The reactants are [CH3:1][CH:2]1[CH2:7][CH2:6][CH2:5][CH2:4][C:3]1=O.C[N:10]1[CH:15]=[C:14]([N+:16]([O-:18])=[O:17])[CH:13]=C([N+]([O-])=O)C1=O.N. No catalyst specified. The product is [CH3:1][CH:2]1[C:3]2[N:10]=[CH:15][C:14]([N+:16]([O-:18])=[O:17])=[CH:13][C:4]=2[CH2:5][CH2:6][CH2:7]1. The yield is 0.750.